Dataset: Experimentally validated miRNA-target interactions with 360,000+ pairs, plus equal number of negative samples. Task: Binary Classification. Given a miRNA mature sequence and a target amino acid sequence, predict their likelihood of interaction. (1) Result: 1 (interaction). The miRNA is hsa-miR-6512-3p with sequence UUCCAGCCCUUCUAAUGGUAGG. The protein sequence of the target gene is MQRMIQQFAAEYTSKNSSTQDPSQPNSTKNQSLPKASPVTTSPTAATTQNPVLSKLLMADQDSPLDLTVRKSQSEPSEQDGVLDLSTKKSPCAGSTSLSHSPGCSSTQGNGRPGRPSQYRPDGLRSGDGVPPRSLQDGTREGFGHSTSLKVPLARSLQISEELLSRNQLSTAASLGPSGLQNHGQHLILSREASWAKPHYEFNLSRMKFRGNGALSNISDLPFLAENSAFPKMALQAKQDGKKDVSHSSPVDLKIPQVRGMDLSWESRTGDQYSYSSLVMGSQTESALSKKLRAILPKQS.... (2) The miRNA is mmu-miR-804 with sequence UGUGAGUUGUUCCUCACCUGGA. The protein sequence of the target gene is MLGSLSLLWLAAMTTSLVSQPQILTLEDYQEGEEDDVTVATPSLAVRCDYDRCRHLQVSCQELQKVGPVACLCPGLSREDQQPEPPRLGEVQIMAEEGYAVVHWCAPFSPVSHYWLLLWESNGAPQKSAPLNATVRRAELKGLKPGVAYVLCVVAANDAGESNVPGAEVEGPENWTGPSFGPCRKFIMPPKPVTLVYAAVGVGTALALLSCAALVWHFCLRERWGCPRRQGMAQASEAL. Result: 1 (interaction). (3) The miRNA is mmu-miR-3082-3p with sequence CACAUGGCACUCAACUCUGCAG. The protein sequence of the target gene is MWERRGRGESAAGTAAVASRNASGLRPPPAILPTSMCQPPGIMQFEESQLGAQAPRATQPPDLRPMETFLTGEPKALGTVQILIGLIHLGFGSVLLMVRRGHLGMLFIEGGVPFWGGACFIISGSLSVAAERNHTSCLLKSSLGTNILSAMAAFAGTAILLMDFGVTNWDVGRGYLAVLTIFTILEFFIAVIATHFGCQATRAQTNASVIFLPNAFGTDFNIPSPAVSPPPAYDNVAYMPKESSE. Result: 1 (interaction). (4) The miRNA is hsa-miR-1-3p with sequence UGGAAUGUAAAGAAGUAUGUAU. The protein sequence of the target gene is MAPAKATNVVRLLLGSTALWLSQLGSGTVAASKSVTAHLAAKWPETPLLLEASEFMAEESNEKFWQFLETVQELAIYKQTESDYSYYNLILKKAGQFLDNLHINLLKFAFSIRAYSPAIQMFQQIAADEPPPDGCNAFVVIHKKHTCKINEIKKLLKKAASRTRPYLFKGDHKFPTNKENLPVVILYAEMGTRTFSAFHKVLSEKAQNEEILYVLRHYIQKPSSRKMYLSGYGVELAIKSTEYKALDDTQVKTVTNTTVEDETETNEVQGFLFGKLKEIYSDLRDNLTAFQKYLIESNKQ.... Result: 1 (interaction). (5) The miRNA is mmu-miR-337-5p with sequence CGGCGUCAUGCAGGAGUUGAUU. The protein sequence of the target gene is MELDRAVGVLGAATLLLSFLGMAWALQAADTCPEVKMVGLEGSDKLTILRGCPGLPGAPGPKGEAGTNGKRGERGPPGPPGKAGPPGPNGAPGEPQPCLTGPRTCKDLLDRGHFLSGWHTIYLPDCRPLTVLCDMDTDGGGWTVFQRRVDGSVDFYRDWATYKQGFGSRLGEFWLGNDNIHALTAQGTSELRVDLVDFEDNYQFAKYRSFKVADEAEKYNLVLGAFVEGSAGDSLTFHNNQSFSTKDQDNDLNTGNCAVMFQGAWWYKNCHVSNLNGRYLRGTHGSFANGINWKSGKGYN.... Result: 0 (no interaction). (6) The miRNA is mmu-miR-6927-3p with sequence CCUGAGCUGGCUCCCCUGCAG. The protein sequence of the target gene is MRCFFRWTKSFVTAPWSLIFILFTIQYEYGSGKKYGGPCGGRNCSVCQCFPEKGSRGHPGPLGPQGPIGPLGPLGPIGIPGEKGERGDSGSPGPPGEKGDKGPTGVPGFPGVDGVPGHPGPPGPRGKPGVDGYNGSRGDPGYPGERGAPGPGGPPGQPGENGEKGRSVYITGGVKGIQGDRGDPGPPGLPGSRGAQGSPGPMGHAGAPGLAGPIGHPGSPGLKGNPATGLKGQRGEPGEVGQRGPPGPTLLVQPPDLSIYKGEKGVKGMPGMIGPPGPPGRKGAPGVGIKGEKGIPGFPG.... Result: 0 (no interaction). (7) The miRNA is hsa-miR-4666b with sequence UUGCAUGUCAGAUUGUAAUUCCC. The protein sequence of the target gene is MGADGETVVLKNMLIGINLILLGSMIKPSECQLEVTTERVQRQSVEEEGGIANYNTSSKEQPVVFNHVYNINVPLDNLCSSGLEASAEQEVSAEDETLAEYMGQTSDHESQVTFTHRINFPKKACPCASSAQVLQELLSRIEMLEREVSVLRDQCNANCCQESAATGQLDYIPHCSGHGNFSFESCGCICNEGWFGKNCSEPYCPLGCSSRGVCVDGQCICDSEYSGDDCSELRCPTDCSSRGLCVDGECVCEEPYTGEDCRELRCPGDCSGKGRCANGTCLCEEGYVGEDCGQRQCLNA.... Result: 1 (interaction).